This data is from Forward reaction prediction with 1.9M reactions from USPTO patents (1976-2016). The task is: Predict the product of the given reaction. (1) Given the reactants C(N(CC)CC)C.Cl.[CH3:9][O:10][C:11](=[O:24])[C@H:12]([CH2:14][C:15]1[CH:20]=[CH:19][C:18]([N+:21]([O-:23])=[O:22])=[CH:17][CH:16]=1)[NH2:13].[CH3:25][O:26][C:27](=[O:30])[CH2:28]Br, predict the reaction product. The product is: [CH3:9][O:10][C:11](=[O:24])[C@H:12]([CH2:14][C:15]1[CH:20]=[CH:19][C:18]([N+:21]([O-:23])=[O:22])=[CH:17][CH:16]=1)[NH:13][CH2:28][C:27]([O:26][CH3:25])=[O:30]. (2) Given the reactants CC(C)(C)C(Cl)=O.[Cl:8][C:9]1[CH:14]=[CH:13][C:12]([CH2:15][C:16]([OH:18])=O)=[CH:11][C:10]=1[F:19].[Li]CCCC.[CH2:25]([C@@H:32]1[CH2:36][O:35][C:34](=[O:37])[NH:33]1)[C:26]1[CH:31]=[CH:30][CH:29]=[CH:28][CH:27]=1, predict the reaction product. The product is: [CH2:25]([C@@H:32]1[CH2:36][O:35][C:34](=[O:37])[N:33]1[C:16](=[O:18])[CH2:15][C:12]1[CH:13]=[CH:14][C:9]([Cl:8])=[C:10]([F:19])[CH:11]=1)[C:26]1[CH:27]=[CH:28][CH:29]=[CH:30][CH:31]=1. (3) Given the reactants [I-].[CH2:2]([N+:4]1([CH2:12][CH3:13])[CH2:9][CH2:8][CH2:7][CH:6]([CH3:10])[CH:5]1[CH3:11])[CH3:3].[OH2:14].[OH-], predict the reaction product. The product is: [OH-:14].[CH2:12]([N+:4]1([CH2:2][CH3:3])[CH2:9][CH2:8][CH2:7][CH:6]([CH3:10])[CH:5]1[CH3:11])[CH3:13]. (4) Given the reactants [NH2:1][NH:2][C:3](=[NH:14])[C:4]1[C:9]([C:10]([F:13])([F:12])[F:11])=[CH:8][CH:7]=[N:6][CH:5]=1.[OH:15][C:16]1[CH:23]=[CH:22][CH:21]=[CH:20][C:17]=1[CH:18]=O, predict the reaction product. The product is: [F:13][C:10]([F:11])([F:12])[C:9]1[CH:8]=[CH:7][N:6]=[CH:5][C:4]=1[C:3]1[N:14]=[C:18]([C:17]2[CH:20]=[CH:21][CH:22]=[CH:23][C:16]=2[OH:15])[NH:1][N:2]=1. (5) Given the reactants [C:1]1(=[O:7])[CH2:6][CH2:5][CH2:4][CH:3]=[CH:2]1.C(O)(=O)C.[CH3:12][S-:13].[Na+], predict the reaction product. The product is: [CH3:12][S:13][CH:3]1[CH2:4][CH2:5][CH2:6][C:1](=[O:7])[CH2:2]1. (6) Given the reactants [C:1]([CH2:7][C:8]([O:10][CH2:11][CH3:12])=[O:9])(=[O:6])[C:2]([CH3:5])([CH3:4])[CH3:3].CO[CH:15](OC)[N:16]([CH3:18])[CH3:17], predict the reaction product. The product is: [CH2:11]([O:10][C:8](=[O:9])[C:7](=[CH:15][N:16]([CH3:18])[CH3:17])[C:1](=[O:6])[C:2]([CH3:5])([CH3:4])[CH3:3])[CH3:12]. (7) Given the reactants Cl[C:2]1[N:7]=[C:6]([C:8]2[N:9](C(OC(C)(C)C)=O)[C:10]3[C:15]([CH:16]=2)=[CH:14][CH:13]=[CH:12][CH:11]=3)[CH:5]=[C:4]([C:24]2[C:25]([N:44]([CH3:49])[S:45]([CH3:48])(=[O:47])=[O:46])=[CH:26][C:27]3[O:31][C:30]([C:32]4[CH:37]=[CH:36][C:35]([F:38])=[CH:34][CH:33]=4)=[C:29]([C:39](=[O:42])[NH:40][CH3:41])[C:28]=3[CH:43]=2)[N:3]=1.[O:50]([CH3:52])[Na].O, predict the reaction product. The product is: [NH:9]1[C:10]2[C:15](=[CH:14][CH:13]=[CH:12][CH:11]=2)[CH:16]=[C:8]1[C:6]1[N:7]=[C:2]([O:50][CH3:52])[N:3]=[C:4]([C:24]2[C:25]([N:44]([CH3:49])[S:45]([CH3:48])(=[O:46])=[O:47])=[CH:26][C:27]3[O:31][C:30]([C:32]4[CH:33]=[CH:34][C:35]([F:38])=[CH:36][CH:37]=4)=[C:29]([C:39]([NH:40][CH3:41])=[O:42])[C:28]=3[CH:43]=2)[CH:5]=1. (8) The product is: [Br:1][C:2]1[CH:3]=[CH:4][C:5](=[O:15])[N:6]([CH:8]([F:10])[F:9])[CH:7]=1. Given the reactants [Br:1][C:2]1[CH:3]=[CH:4]/[C:5](=N\C(=O)C)/[N:6]([CH:8]([F:10])[F:9])[CH:7]=1.[OH:15]S([O-])(=O)=O.[K+], predict the reaction product. (9) Given the reactants [F:1][C:2]([F:28])([F:27])[C:3]1[CH:8]=[CH:7][C:6]([C:9]2[C:10]([C:15]([NH:17][C:18]3[CH:19]=[C:20]([C:24]([OH:26])=O)[N:21]([CH3:23])[CH:22]=3)=[O:16])=[CH:11][CH:12]=[CH:13][CH:14]=2)=[CH:5][CH:4]=1.[CH2:29]1[C:34]2([CH2:39][CH2:38][CH2:37][CH2:36][CH2:35]2)[CH2:33][CH2:32][N:31]([C:40]2[CH:47]=[CH:46][C:43]([CH2:44][NH2:45])=[CH:42][CH:41]=2)[CH2:30]1.CN(C(ON1N=NC2C=CC=CC1=2)=[N+](C)C)C.[B-](F)(F)(F)F.C(N(CC)CC)C, predict the reaction product. The product is: [CH2:29]1[C:34]2([CH2:35][CH2:36][CH2:37][CH2:38][CH2:39]2)[CH2:33][CH2:32][N:31]([C:40]2[CH:47]=[CH:46][C:43]([CH2:44][NH:45][C:24]([C:20]3[N:21]([CH3:23])[CH:22]=[C:18]([NH:17][C:15]([C:10]4[C:9]([C:6]5[CH:7]=[CH:8][C:3]([C:2]([F:1])([F:28])[F:27])=[CH:4][CH:5]=5)=[CH:14][CH:13]=[CH:12][CH:11]=4)=[O:16])[CH:19]=3)=[O:26])=[CH:42][CH:41]=2)[CH2:30]1. (10) Given the reactants [CH2:1]([NH:7][CH2:8][CH2:9][CH2:10][CH2:11][CH2:12][CH3:13])[CH2:2][CH2:3][CH2:4][CH2:5][CH3:6].[CH2:14]([O:16][C:17]1[C:21](OCC)=[N:20][S:19](=[O:26])(=[O:25])[N:18]=1)[CH3:15], predict the reaction product. The product is: [CH2:8]([N:7]([C:21]1[C:17]([O:16][CH2:14][CH3:15])=[N:18][S:19](=[O:26])(=[O:25])[N:20]=1)[CH2:1][CH2:2][CH2:3][CH2:4][CH2:5][CH3:6])[CH2:9][CH2:10][CH2:11][CH2:12][CH3:13].